Dataset: Full USPTO retrosynthesis dataset with 1.9M reactions from patents (1976-2016). Task: Predict the reactants needed to synthesize the given product. Given the product [CH3:33][CH:32]1[CH2:31][CH2:30][CH:28]([CH3:29])[N:1]1[CH:2]1[CH2:7][CH2:6][CH2:5][CH2:4][CH:3]1[NH:8][C:9](=[O:26])[C:10]1[C:15]([C:16]([F:19])([F:18])[F:17])=[CH:14][C:13]([C:20]([F:21])([F:22])[F:23])=[CH:12][C:11]=1[O:24][CH3:25], predict the reactants needed to synthesize it. The reactants are: [NH2:1][C@H:2]1[CH2:7][CH2:6][CH2:5][CH2:4][C@H:3]1[NH:8][C:9](=[O:26])[C:10]1[C:15]([C:16]([F:19])([F:18])[F:17])=[CH:14][C:13]([C:20]([F:23])([F:22])[F:21])=[CH:12][C:11]=1[O:24][CH3:25].Br[CH:28]([CH2:30][CH2:31][CH:32](Br)[CH3:33])[CH3:29].